This data is from Forward reaction prediction with 1.9M reactions from USPTO patents (1976-2016). The task is: Predict the product of the given reaction. (1) Given the reactants N[C:2]1[CH:7]=[CH:6]C=C[C:3]=1[S:8]([NH:11][C:12]1[CH:21]=[CH:20][C:19]2[CH2:18][CH2:17][CH2:16][CH2:15][C:14]=2[C:13]=1[C:22]([O:24]C)=[O:23])(=[O:10])=[O:9].[C:26]([N:33]1[CH:37]=[CH:36]N=C1)([N:28]1[CH:32]=[CH:31]N=C1)=[O:27].NCC[CH:41]1[CH2:45][CH2:44][CH2:43][N:42]1[CH3:46].[Li+].[I-], predict the reaction product. The product is: [CH3:46][N:42]1[CH2:41][CH2:45][CH2:44][CH:43]1[CH2:36][CH2:37][NH:33][C:26]([NH:28][C:32]1[CH:31]=[CH:6][CH:7]=[CH:2][C:3]=1[S:8]([NH:11][C:12]1[CH:21]=[CH:20][C:19]2[CH2:18][CH2:17][CH2:16][CH2:15][C:14]=2[C:13]=1[C:22]([OH:24])=[O:23])(=[O:9])=[O:10])=[O:27]. (2) Given the reactants Cl[C:2]1[C:11]2[C:6](=[C:7]([C:12]3[CH:16]=[CH:15][S:14][CH:13]=3)[CH:8]=[CH:9][CH:10]=2)[CH:5]=[CH:4][N:3]=1.[CH3:17][C:18]1[N:22]([CH3:23])[C:21]([C:24]2[CH:25]=[C:26]([NH2:30])[CH:27]=[CH:28][CH:29]=2)=[CH:20][N:19]=1.C(=O)([O-])[O-].[K+].[K+], predict the reaction product. The product is: [CH3:17][C:18]1[N:22]([CH3:23])[C:21]([C:24]2[CH:25]=[C:26]([NH:30][C:2]3[C:11]4[C:6](=[C:7]([C:12]5[CH:16]=[CH:15][S:14][CH:13]=5)[CH:8]=[CH:9][CH:10]=4)[CH:5]=[CH:4][N:3]=3)[CH:27]=[CH:28][CH:29]=2)=[CH:20][N:19]=1.